From a dataset of Cav3 T-type calcium channel HTS with 100,875 compounds. Binary Classification. Given a drug SMILES string, predict its activity (active/inactive) in a high-throughput screening assay against a specified biological target. The drug is O1C(OCC)C(C(C=C1C(=O)NCC#C)C)CCCO. The result is 0 (inactive).